This data is from Reaction yield outcomes from USPTO patents with 853,638 reactions. The task is: Predict the reaction yield, written as a fraction of the theoretical maximum amount of product (1.0 means a 100% yield; for example, 0.34 means a 34% yield). (1) The yield is 0.900. The reactants are [OH-].[K+].[CH2:3]([O:10][C:11]1[CH:12]=[C:13]2[C:17](=[CH:18][CH:19]=1)[NH:16][CH:15]=[CH:14]2)[C:4]1[CH:9]=[CH:8][CH:7]=[CH:6][CH:5]=1.[CH3:20][N:21]1[CH2:26][CH2:25][C:24](=O)[CH2:23][CH2:22]1. The product is [CH2:3]([O:10][C:11]1[CH:12]=[C:13]2[C:17](=[CH:18][CH:19]=1)[NH:16][CH:15]=[C:14]2[C:24]1[CH2:25][CH2:26][N:21]([CH3:20])[CH2:22][CH:23]=1)[C:4]1[CH:5]=[CH:6][CH:7]=[CH:8][CH:9]=1. The catalyst is CO. (2) The reactants are [Cl:1][C:2]1[CH:34]=[CH:33][C:5]([O:6][C:7]2[CH:12]=[CH:11][C:10]([N:13]([C:27](=O)[CH2:28][CH2:29][CH2:30][CH3:31])[CH2:14][C:15]([C:17]3[CH:22]=[CH:21][C:20]([O:23]C(=O)C)=[CH:19][CH:18]=3)=O)=[CH:9][CH:8]=2)=[CH:4][CH:3]=1.C([O-])(=O)C.[NH4+:39]. The catalyst is C(O)(=O)C. The product is [CH2:28]([C:27]1[N:13]([C:10]2[CH:11]=[CH:12][C:7]([O:6][C:5]3[CH:33]=[CH:34][C:2]([Cl:1])=[CH:3][CH:4]=3)=[CH:8][CH:9]=2)[CH:14]=[C:15]([C:17]2[CH:22]=[CH:21][C:20]([OH:23])=[CH:19][CH:18]=2)[N:39]=1)[CH2:29][CH2:30][CH3:31]. The yield is 0.656. (3) The reactants are [CH3:1][N:2]1[C:6]2[CH:7]=[CH:8][CH:9]=[CH:10][C:5]=2[N:4]=[C:3]1[C:11]1[CH:22]=[C:21]([CH3:23])[C:14]2[N:15]=[C:16]([CH2:18][CH2:19][CH3:20])[NH:17][C:13]=2[CH:12]=1.[C:24]([O-])([O-])=O.[K+].[K+].Br[CH2:31][C:32]1[CH:37]=[CH:36][C:35]([C:38]2[C:39]([C:44]([OH:46])=[O:45])=[CH:40][CH:41]=[CH:42][CH:43]=2)=[CH:34][CH:33]=1. The catalyst is [Cl-].C[N+](CCCC)(CCCC)CCCC.C1(C)C=CC=CC=1. The product is [CH3:20][CH2:19][CH2:18][C:16]1[N:17]([CH2:31][C:32]2[CH:37]=[CH:36][C:35]([C:38]3[C:39]([C:44]([O:46][CH3:24])=[O:45])=[CH:40][CH:41]=[CH:42][CH:43]=3)=[CH:34][CH:33]=2)[C:13]2[C:14](=[C:21]([CH3:23])[CH:22]=[C:11]([C:3]3[N:2]([CH3:1])[C:6]4[C:5](=[CH:10][CH:9]=[CH:8][CH:7]=4)[N:4]=3)[CH:12]=2)[N:15]=1. The yield is 0.690. (4) The reactants are [CH3:1][O:2][C:3](=[O:12])[CH2:4][CH:5]1[CH2:8][C:7](=[O:9])[C:6]1(Cl)Cl. The catalyst is CC(O)=O.[Zn]. The product is [CH3:1][O:2][C:3](=[O:12])[CH2:4][CH:5]1[CH2:8][C:7](=[O:9])[CH2:6]1. The yield is 0.360. (5) The catalyst is ClCCl. The reactants are [Cl:1][C:2]1[CH:39]=[CH:38][C:5]([CH2:6][CH2:7][O:8][C:9]2[N:10]=[N:11][C:12]([C:28]3[CH:33]=[C:32]([Cl:34])[C:31]([O:35]C)=[C:30]([Cl:37])[CH:29]=3)=[CH:13][C:14]=2[N:15]2[CH2:20][CH2:19][N:18](C(OC(C)(C)C)=O)[CH2:17][CH2:16]2)=[CH:4][CH:3]=1.B(Br)(Br)Br. The product is [Cl:34][C:32]1[CH:33]=[C:28]([C:12]2[N:11]=[N:10][C:9]([O:8][CH2:7][CH2:6][C:5]3[CH:38]=[CH:39][C:2]([Cl:1])=[CH:3][CH:4]=3)=[C:14]([N:15]3[CH2:20][CH2:19][NH:18][CH2:17][CH2:16]3)[CH:13]=2)[CH:29]=[C:30]([Cl:37])[C:31]=1[OH:35]. The yield is 0.180. (6) The reactants are [F:1][C:2]([F:26])([F:25])[O:3][C:4]1[CH:9]=[CH:8][C:7]([N:10]2[CH:14]=[N:13][C:12]([C:15]3[CH:20]=[CH:19][C:18]([CH2:21][C:22](=O)[CH3:23])=[CH:17][CH:16]=3)=[N:11]2)=[CH:6][CH:5]=1.C([O-])(=O)C.[NH4+].C([BH3-])#[N:33].[Na+]. The catalyst is CO. The product is [F:1][C:2]([F:26])([F:25])[O:3][C:4]1[CH:9]=[CH:8][C:7]([N:10]2[CH:14]=[N:13][C:12]([C:15]3[CH:20]=[CH:19][C:18]([CH2:21][CH:22]([NH2:33])[CH3:23])=[CH:17][CH:16]=3)=[N:11]2)=[CH:6][CH:5]=1. The yield is 0.380.